From a dataset of Peptide-MHC class I binding affinity with 185,985 pairs from IEDB/IMGT. Regression. Given a peptide amino acid sequence and an MHC pseudo amino acid sequence, predict their binding affinity value. This is MHC class I binding data. (1) The peptide sequence is EIYRTLYGL. The MHC is HLA-A26:01 with pseudo-sequence HLA-A26:01. The binding affinity (normalized) is 0.611. (2) The peptide sequence is ELFYILIAK. The MHC is HLA-B18:01 with pseudo-sequence HLA-B18:01. The binding affinity (normalized) is 0.0847. (3) The binding affinity (normalized) is 0.618. The peptide sequence is ILPQAKKDF. The MHC is HLA-A24:02 with pseudo-sequence HLA-A24:02. (4) The peptide sequence is QTDNQLAVF. The MHC is HLA-A01:01 with pseudo-sequence HLA-A01:01. The binding affinity (normalized) is 0.527. (5) The peptide sequence is KQIPIWLPL. The MHC is HLA-E01:01 with pseudo-sequence HLA-E01:03. The binding affinity (normalized) is 0.0847. (6) The peptide sequence is KQINPPTVY. The MHC is HLA-B35:01 with pseudo-sequence HLA-B35:01. The binding affinity (normalized) is 0.0847.